From a dataset of Full USPTO retrosynthesis dataset with 1.9M reactions from patents (1976-2016). Predict the reactants needed to synthesize the given product. The reactants are: [Br:1]N1C(=O)CCC1=O.[CH2:9]([O:11][C:12]([C:14]1[CH:15]=[C:16]([C:19]2[CH:24]=[CH:23][CH:22]=[CH:21][CH:20]=2)[S:17][CH:18]=1)=[O:13])[CH3:10].C1(C)C=CC=CC=1. Given the product [CH2:9]([O:11][C:12]([C:14]1[CH:15]=[C:16]([C:19]2[CH:24]=[CH:23][CH:22]=[CH:21][CH:20]=2)[S:17][C:18]=1[Br:1])=[O:13])[CH3:10], predict the reactants needed to synthesize it.